This data is from Reaction yield outcomes from USPTO patents with 853,638 reactions. The task is: Predict the reaction yield, written as a fraction of the theoretical maximum amount of product (1.0 means a 100% yield; for example, 0.34 means a 34% yield). (1) The reactants are C(O)(C(F)(F)F)=O.[NH:8]1[CH2:13][CH2:12][CH:11]([N:14]2[C:27]3[CH:26]=[CH:25][C:24]([C:28]4[NH:32][N:31]=[N:30][N:29]=4)=[CH:23][C:22]=3[O:21][C:20]3[C:15]2=[CH:16][CH:17]=[CH:18][CH:19]=3)[CH2:10][CH2:9]1.[NH:33]1[CH:37]=[CH:36][N:35]=[C:34]1[CH:38]=O.C(O[BH-](OC(=O)C)OC(=O)C)(=O)C.C[N+](C)(C)C. The catalyst is ClC(Cl)C. The product is [NH:33]1[CH:37]=[CH:36][N:35]=[C:34]1[CH2:38][N:8]1[CH2:13][CH2:12][CH:11]([N:14]2[C:27]3[CH:26]=[CH:25][C:24]([C:28]4[NH:32][N:31]=[N:30][N:29]=4)=[CH:23][C:22]=3[O:21][C:20]3[C:15]2=[CH:16][CH:17]=[CH:18][CH:19]=3)[CH2:10][CH2:9]1. The yield is 0.0650. (2) The reactants are C[Al](C)C.[Cl-].[NH4+:6].C.[Cl:8][C:9]1[CH:10]=[C:11]([CH2:15][C:16]#[N:17])[CH:12]=[CH:13][CH:14]=1.Cl. The catalyst is C1(C)C=CC=CC=1.C(Cl)(Cl)Cl.C(O)(C)C.CC(C)=O. The product is [ClH:8].[Cl:8][C:9]1[CH:10]=[C:11]([CH2:15][C:16]([NH2:6])=[NH:17])[CH:12]=[CH:13][CH:14]=1. The yield is 0.740. (3) The reactants are [Cl:1][C:2]1[CH:18]=[C:17]([Cl:19])[CH:16]=[CH:15][C:3]=1[CH2:4][N:5]1[C:9]([C:10]([O:12][CH3:13])=[O:11])=[CH:8][C:7]([OH:14])=[N:6]1.C(=O)([O-])[O-].[K+].[K+].CN(C)C=O.[CH3:31][O:32][CH2:33]Cl. The catalyst is O1CCCC1.O. The product is [Cl:1][C:2]1[CH:18]=[C:17]([Cl:19])[CH:16]=[CH:15][C:3]=1[CH2:4][N:5]1[C:9]([C:10]([O:12][CH3:13])=[O:11])=[CH:8][C:7]([O:14][CH2:31][O:32][CH3:33])=[N:6]1. The yield is 0.900.